From a dataset of Full USPTO retrosynthesis dataset with 1.9M reactions from patents (1976-2016). Predict the reactants needed to synthesize the given product. (1) Given the product [C:14]([O:17][C:18](=[O:19])[NH:6][C:5]1[CH:7]=[C:8]([Cl:9])[C:2]([Cl:1])=[CH:3][C:4]=1[N+:10]([O-:12])=[O:11])([CH3:16])([CH3:15])[CH3:13], predict the reactants needed to synthesize it. The reactants are: [Cl:1][C:2]1[C:8]([Cl:9])=[CH:7][C:5]([NH2:6])=[C:4]([N+:10]([O-:12])=[O:11])[CH:3]=1.[CH3:13][C:14]([O:17][C:18](O[C:18]([O:17][C:14]([CH3:16])([CH3:15])[CH3:13])=[O:19])=[O:19])([CH3:16])[CH3:15].C(O)(C(F)(F)F)=O.C1(C)C=CC=CC=1.C(OC(=O)C)C. (2) Given the product [CH2:1]([O:3][C:4]([C:5]1([C:14]2[CH:19]=[CH:18][C:17]([O:20][CH3:21])=[CH:16][C:15]=2[O:22][CH3:23])[CH2:12][CH2:13][CH2:8][C:7](=[O:29])[NH:6]1)=[O:24])[CH3:2], predict the reactants needed to synthesize it. The reactants are: [CH2:1]([O:3][C:4](=[O:24])[CH:5]([C:14]1[CH:19]=[CH:18][C:17]([O:20][CH3:21])=[CH:16][C:15]=1[O:22][CH3:23])[N:6]=[CH:7][C:8]1[CH:13]=[CH:12]C=CC=1)[CH3:2].[H-].[Na+].C([O:29]C(=O)CCCBr)C. (3) Given the product [F:1][C:2]1[CH:3]=[C:4]([CH:7]=[CH:8][C:9]=1[C:20]1[CH:25]=[CH:24][N:23]=[C:22]([CH3:26])[CH:21]=1)[C:5]#[N:6], predict the reactants needed to synthesize it. The reactants are: [F:1][C:2]1[CH:3]=[C:4]([CH:7]=[CH:8][C:9]=1B1OC(C)(C)C(C)(C)O1)[C:5]#[N:6].Br[C:20]1[CH:25]=[CH:24][N:23]=[C:22]([CH3:26])[CH:21]=1.C(=O)([O-])[O-].[Na+].[Na+]. (4) Given the product [NH2:15][C:12]1[CH:13]=[CH:14][C:9]([O:8][C:4]2[N:5]=[CH:6][N:7]=[C:2]([NH2:1])[CH:3]=2)=[C:10]([F:19])[CH:11]=1, predict the reactants needed to synthesize it. The reactants are: [NH2:1][C:2]1[N:7]=[CH:6][N:5]=[C:4]([O:8][C:9]2[CH:14]=[CH:13][C:12]([NH:15]C(=O)C)=[CH:11][C:10]=2[F:19])[CH:3]=1.Cl.C([O-])([O-])=O.[Na+].[Na+]. (5) Given the product [C:19]([C:18]1[CH:21]=[CH:22][C:15]([N:9]2[CH2:10][CH2:11][C@@H:12]([NH:30][C:23](=[O:26])[OH:24])[CH2:13]2)=[CH:16][CH:17]=1)#[N:20], predict the reactants needed to synthesize it. The reactants are: C(OC(N[N:9]1[CH2:13][CH2:12][CH2:11][CH2:10]1)=O)(C)(C)C.F[C:15]1[CH:22]=[CH:21][C:18]([C:19]#[N:20])=[CH:17][CH:16]=1.[C:23](=[O:26])([O-])[O-:24].[Cs+].[Cs+].C[N:30](C=O)C. (6) Given the product [Cl:1][C:2]1[CH:3]=[CH:4][C:5]([O:17][CH3:18])=[C:6]([C:8]([C:10]2[CH:15]=[CH:14][CH:13]=[CH:12][C:11]=2[F:16])=[N:19][OH:20])[CH:7]=1, predict the reactants needed to synthesize it. The reactants are: [Cl:1][C:2]1[CH:3]=[CH:4][C:5]([O:17][CH3:18])=[C:6]([C:8]([C:10]2[CH:15]=[CH:14][CH:13]=[CH:12][C:11]=2[F:16])=O)[CH:7]=1.[NH2:19][OH:20].Cl.O. (7) Given the product [NH2:9][C:6]1[CH:7]=[CH:8][C:3]([O:2][CH3:1])=[C:4]([NH:12][C:13]2[C:14]3[S:21][CH:20]=[CH:19][C:15]=3[N:16]=[CH:17][N:18]=2)[CH:5]=1, predict the reactants needed to synthesize it. The reactants are: [CH3:1][O:2][C:3]1[CH:8]=[CH:7][C:6]([N+:9]([O-])=O)=[CH:5][C:4]=1[NH:12][C:13]1[C:14]2[S:21][CH:20]=[CH:19][C:15]=2[N:16]=[CH:17][N:18]=1.CCO.